From a dataset of Peptide-MHC class I binding affinity with 185,985 pairs from IEDB/IMGT. Regression. Given a peptide amino acid sequence and an MHC pseudo amino acid sequence, predict their binding affinity value. This is MHC class I binding data. (1) The peptide sequence is LEHGLYPQL. The MHC is HLA-B08:03 with pseudo-sequence HLA-B08:03. The binding affinity (normalized) is 0.0847. (2) The peptide sequence is WLKGNISPV. The MHC is HLA-B27:05 with pseudo-sequence HLA-B27:05. The binding affinity (normalized) is 0.0847. (3) The peptide sequence is FMIDWILDA. The MHC is HLA-B58:01 with pseudo-sequence HLA-B58:01. The binding affinity (normalized) is 0.0847. (4) The peptide sequence is VRVCACPGR. The MHC is HLA-A30:01 with pseudo-sequence HLA-A30:01. The binding affinity (normalized) is 0.284. (5) The peptide sequence is RRRWRRLTV. The MHC is HLA-A02:02 with pseudo-sequence HLA-A02:02. The binding affinity (normalized) is 0. (6) The peptide sequence is HMEDTGEA. The MHC is Mamu-A11 with pseudo-sequence Mamu-A11. The binding affinity (normalized) is 0.